This data is from Full USPTO retrosynthesis dataset with 1.9M reactions from patents (1976-2016). The task is: Predict the reactants needed to synthesize the given product. Given the product [CH3:1][C:2]1[CH:3]=[CH:4][N:5]2[C:10]=1[C:9](=[O:11])[N:8]([C:12]1[CH:13]=[CH:14][CH:15]=[CH:16][CH:17]=1)[C:7]([C@@H:18]([NH:20][C:21]1[C:22]3[C:29]([C:30]4[CH:35]=[CH:34][N:33]=[C:32]([NH:36][S:37]([CH2:40][CH:41]5[CH2:42][CH2:43][O:44][CH2:45][CH2:46]5)(=[O:38])=[O:39])[CH:31]=4)=[CH:28][NH:27][C:23]=3[N:24]=[CH:25][N:26]=1)[CH3:19])=[N:6]2, predict the reactants needed to synthesize it. The reactants are: [CH3:1][C:2]1[CH:3]=[CH:4][N:5]2[C:10]=1[C:9](=[O:11])[N:8]([C:12]1[CH:17]=[CH:16][CH:15]=[CH:14][CH:13]=1)[C:7]([C@@H:18]([NH:20][C:21]1[C:22]3[C:29]([C:30]4[CH:35]=[CH:34][N:33]=[C:32]([NH:36][S:37]([CH2:40][CH:41]5[CH2:46][CH2:45][O:44][CH2:43][CH2:42]5)(=[O:39])=[O:38])[CH:31]=4)=[CH:28][N:27](COCC[Si](C)(C)C)[C:23]=3[N:24]=[CH:25][N:26]=1)[CH3:19])=[N:6]2.FC(F)(F)C(O)=O.N.